Dataset: Full USPTO retrosynthesis dataset with 1.9M reactions from patents (1976-2016). Task: Predict the reactants needed to synthesize the given product. (1) Given the product [CH2:1]([O:3][C:4]([C@@H:6]1[C@@H:8]([C:9](=[O:24])[NH:10][C@@H:11]([CH2:18][C:19]2[N:20]=[CH:21][S:22][CH:23]=2)[C:12](=[O:17])[NH:13][CH2:14][C:15]2[N:27]=[N:26][N:25]([C:28]3[CH:29]=[CH:30][C:31]([S:34](=[O:36])(=[O:35])[NH2:37])=[CH:32][CH:33]=3)[CH:16]=2)[O:7]1)=[O:5])[CH3:2], predict the reactants needed to synthesize it. The reactants are: [CH2:1]([O:3][C:4]([C@@H:6]1[C@@H:8]([C:9](=[O:24])[NH:10][C@@H:11]([CH2:18][C:19]2[N:20]=[CH:21][S:22][CH:23]=2)[C:12](=[O:17])[NH:13][CH2:14][C:15]#[CH:16])[O:7]1)=[O:5])[CH3:2].[N:25]([C:28]1[CH:33]=[CH:32][C:31]([S:34]([NH2:37])(=[O:36])=[O:35])=[CH:30][CH:29]=1)=[N+:26]=[N-:27].CCCC[Sn](OC(C)=O)(CCCC)CCCC. (2) Given the product [S:4]([O-:8])([O-:7])(=[O:6])=[O:5].[Ti+4:3].[S:4]([O-:8])([O-:7])(=[O:6])=[O:5], predict the reactants needed to synthesize it. The reactants are: [O-2].[O-2].[Ti+4:3].[S:4](=[O:8])(=[O:7])([OH:6])[OH:5]. (3) The reactants are: [NH:1]1[CH2:6][CH2:5][CH:4]([CH2:7][O:8][C:9]2[CH:18]=[CH:17][CH:16]=[C:15]3[C:10]=2[C:11]([NH2:20])=[N:12][C:13]([NH2:19])=[N:14]3)[CH2:3][CH2:2]1.CN1CCOCC1.[F:28][C:29]1[CH:30]=[C:31]([CH:34]=[CH:35][C:36]=1[F:37])[CH2:32]Br.C(O)C(N)(CO)CO. Given the product [F:28][C:29]1[CH:30]=[C:31]([CH:34]=[CH:35][C:36]=1[F:37])[CH2:32][N:1]1[CH2:6][CH2:5][CH:4]([CH2:7][O:8][C:9]2[CH:18]=[CH:17][CH:16]=[C:15]3[C:10]=2[C:11]([NH2:20])=[N:12][C:13]([NH2:19])=[N:14]3)[CH2:3][CH2:2]1, predict the reactants needed to synthesize it. (4) Given the product [F:10][C:11]([F:36])([F:37])[C:12]([NH:14][C@H:15]([CH3:35])[CH2:16][C:17]1[CH:22]=[CH:21][C:20]([S:23]([C:26]2[CH:31]=[CH:30][C:29]([O:9][C:3]3[CH:8]=[CH:7][CH:6]=[CH:5][CH:4]=3)=[CH:28][C:27]=2[CH:33]=[O:34])(=[O:25])=[O:24])=[CH:19][CH:18]=1)=[O:13], predict the reactants needed to synthesize it. The reactants are: [H-].[Na+].[C:3]1([OH:9])[CH:8]=[CH:7][CH:6]=[CH:5][CH:4]=1.[F:10][C:11]([F:37])([F:36])[C:12]([NH:14][C@H:15]([CH3:35])[CH2:16][C:17]1[CH:22]=[CH:21][C:20]([S:23]([C:26]2[CH:31]=[CH:30][C:29](F)=[CH:28][C:27]=2[CH:33]=[O:34])(=[O:25])=[O:24])=[CH:19][CH:18]=1)=[O:13].O. (5) Given the product [CH2:1]([O:3][C:4](=[O:32])[CH2:5][O:6][C:7]1[CH:12]=[CH:11][C:10]([S:13][C:14]2[CH:15]=[C:16]([C:34]#[C:33][C:35]3[CH:40]=[CH:39][C:38]([CH2:41][OH:42])=[CH:37][CH:36]=3)[CH:17]=[C:18]([O:20][CH2:21][CH2:22][C:23]3[CH:28]=[CH:27][C:26]([Cl:29])=[CH:25][CH:24]=3)[CH:19]=2)=[CH:9][C:8]=1[CH3:31])[CH3:2], predict the reactants needed to synthesize it. The reactants are: [CH2:1]([O:3][C:4](=[O:32])[CH2:5][O:6][C:7]1[CH:12]=[CH:11][C:10]([S:13][C:14]2[CH:19]=[C:18]([O:20][CH2:21][CH2:22][C:23]3[CH:28]=[CH:27][C:26]([Cl:29])=[CH:25][CH:24]=3)[CH:17]=[C:16](Br)[CH:15]=2)=[CH:9][C:8]=1[CH3:31])[CH3:2].[C:33]([C:35]1[CH:40]=[CH:39][C:38]([CH2:41][OH:42])=[CH:37][CH:36]=1)#[CH:34]. (6) Given the product [Cl:1][C:2]1[CH:3]=[C:4]([C:9]2([C:24]([F:27])([F:26])[F:25])[CH2:13][CH2:12][N:11]([C:14]3[S:15][C:16]4[C:22](=[N:31][O:30][CH3:29])[CH2:21][CH2:20][CH2:19][C:17]=4[N:18]=3)[CH2:10]2)[CH:5]=[C:6]([Cl:8])[CH:7]=1, predict the reactants needed to synthesize it. The reactants are: [Cl:1][C:2]1[CH:3]=[C:4]([C:9]2([C:24]([F:27])([F:26])[F:25])[CH2:13][CH2:12][N:11]([C:14]3[S:15][C:16]4[C:22](=O)[CH2:21][CH2:20][CH2:19][C:17]=4[N:18]=3)[CH2:10]2)[CH:5]=[C:6]([Cl:8])[CH:7]=1.Cl.[CH3:29][O:30][NH2:31]. (7) Given the product [CH3:1][O:2][C:3]1[CH:4]=[C:5]([CH2:23][C:24]([O:26][CH2:27][CH3:28])=[O:25])[CH:6]=[CH:7][C:8]=1[O:9][C:10]1[C:11]([N+:20]([O-:22])=[O:21])=[C:12]2[C:16](=[CH:17][CH:18]=1)[NH:15][C:14]([CH3:19])=[CH:13]2, predict the reactants needed to synthesize it. The reactants are: [CH3:1][O:2][C:3]1[CH:4]=[C:5]([CH2:23][C:24]([OH:26])=[O:25])[CH:6]=[CH:7][C:8]=1[O:9][C:10]1[C:11]([N+:20]([O-:22])=[O:21])=[C:12]2[C:16](=[CH:17][CH:18]=1)[NH:15][C:14]([CH3:19])=[CH:13]2.[C:27](OCC)(=O)[CH3:28]. (8) Given the product [C:2]([C:4]1[CH:5]=[C:6]([C:14]2[O:18][N:17]=[C:16]([C:19]3[C:20]([CH3:35])=[C:21]4[C:26](=[CH:27][CH:28]=3)[CH2:25][N:24]([CH2:29][CH2:30][CH2:31][C:32]([NH2:38])=[O:34])[CH2:23][CH2:22]4)[N:15]=2)[CH:7]=[CH:8][C:9]=1[O:10][CH:11]([CH3:12])[CH3:13])#[N:3], predict the reactants needed to synthesize it. The reactants are: [Na+].[C:2]([C:4]1[CH:5]=[C:6]([C:14]2[O:18][N:17]=[C:16]([C:19]3[C:20]([CH3:35])=[C:21]4[C:26](=[CH:27][CH:28]=3)[CH2:25][N:24]([CH2:29][CH2:30][CH2:31][C:32]([O-:34])=O)[CH2:23][CH2:22]4)[N:15]=2)[CH:7]=[CH:8][C:9]=1[O:10][CH:11]([CH3:13])[CH3:12])#[N:3].C([N:38](CC)CC)C.C(Cl)CCl. (9) Given the product [CH2:1]([O:8][C:9]1[CH:17]=[C:16]2[C:12]([C:13]([CH:24]([O:26][CH3:29])[CH3:25])=[N:14][N:15]2[CH:18]2[CH2:23][CH2:22][CH2:21][CH2:20][O:19]2)=[CH:11][CH:10]=1)[C:2]1[CH:7]=[CH:6][CH:5]=[CH:4][CH:3]=1, predict the reactants needed to synthesize it. The reactants are: [CH2:1]([O:8][C:9]1[CH:17]=[C:16]2[C:12]([C:13]([CH:24]([OH:26])[CH3:25])=[N:14][N:15]2[CH:18]2[CH2:23][CH2:22][CH2:21][CH2:20][O:19]2)=[CH:11][CH:10]=1)[C:2]1[CH:7]=[CH:6][CH:5]=[CH:4][CH:3]=1.[H-].[Na+].[CH3:29]I.O.